From a dataset of Full USPTO retrosynthesis dataset with 1.9M reactions from patents (1976-2016). Predict the reactants needed to synthesize the given product. (1) The reactants are: [C:1]1([O:11][CH3:12])[C:2](=[CH:4][CH:5]=[C:6]([CH:10]=1)[CH2:7][CH:8]=[CH2:9])[OH:3]. Given the product [CH3:12][O:11][C:1]1[CH:10]=[C:6]([CH2:7][CH2:8][CH3:9])[CH:5]=[CH:4][C:2]=1[OH:3], predict the reactants needed to synthesize it. (2) The reactants are: [CH3:1][O:2][C:3]1[CH:13]=[CH:12][CH:11]=[C:10]([CH3:14])[C:4]=1[C:5](OCC)=[O:6].[H-].[H-].[H-].[H-].[Li+].[Al+3].O.[OH-].[Na+]. Given the product [CH3:1][O:2][C:3]1[CH:13]=[CH:12][CH:11]=[C:10]([CH3:14])[C:4]=1[CH2:5][OH:6], predict the reactants needed to synthesize it. (3) Given the product [CH3:36][CH:35]([N:38]1[CH2:43][CH2:42][N:41]([CH2:25][C:26]([N:8]2[C:9]3[C:5](=[CH:4][C:3]([O:2][CH3:1])=[C:11]([N+:12]([O-:14])=[O:13])[CH:10]=3)[CH2:6][CH2:7]2)=[O:27])[CH2:40][CH2:39]1)[CH3:37], predict the reactants needed to synthesize it. The reactants are: [CH3:1][O:2][C:3]1[CH:4]=[C:5]2[C:9](=[CH:10][C:11]=1[N+:12]([O-:14])=[O:13])[NH:8][CH2:7][CH2:6]2.C(N(C(C)C)CC)(C)C.Br[CH2:25][C:26](Cl)=[O:27].C(=O)([O-])[O-].[K+].[K+].[CH:35]([N:38]1[CH2:43][CH2:42][NH:41][CH2:40][CH2:39]1)([CH3:37])[CH3:36]. (4) The reactants are: [C:1]([C:5]1[CH:12]=[CH:11][C:8]([CH:9]=O)=[CH:7][CH:6]=1)([CH3:4])([CH3:3])[CH3:2].[CH3:13][O:14][C:15]1[CH:16]=[C:17]([CH2:21][CH2:22][NH2:23])[CH:18]=[CH:19][CH:20]=1.[BH4-].[Na+].Cl. Given the product [C:1]([C:5]1[CH:12]=[CH:11][C:8]([CH2:9][NH:23][CH2:22][CH2:21][C:17]2[CH:18]=[CH:19][CH:20]=[C:15]([O:14][CH3:13])[CH:16]=2)=[CH:7][CH:6]=1)([CH3:4])([CH3:3])[CH3:2], predict the reactants needed to synthesize it. (5) Given the product [CH3:25][O:24][C:22]([C:21]1[CH:20]=[C:19]([CH:28]=[CH:27][CH:26]=1)[O:18][C:2]1[CH:3]=[CH:4][C:5]([N+:15]([O-:17])=[O:16])=[C:6]([CH:14]=1)[C:7]([O:9][C:10]([CH3:13])([CH3:12])[CH3:11])=[O:8])=[O:23], predict the reactants needed to synthesize it. The reactants are: F[C:2]1[CH:3]=[CH:4][C:5]([N+:15]([O-:17])=[O:16])=[C:6]([CH:14]=1)[C:7]([O:9][C:10]([CH3:13])([CH3:12])[CH3:11])=[O:8].[OH:18][C:19]1[CH:20]=[C:21]([CH:26]=[CH:27][CH:28]=1)[C:22]([O:24][CH3:25])=[O:23].C([O-])([O-])=O.[K+].[K+].C1OCCOCCOCCOCCOCCOC1.